From a dataset of Experimentally validated miRNA-target interactions with 360,000+ pairs, plus equal number of negative samples. Binary Classification. Given a miRNA mature sequence and a target amino acid sequence, predict their likelihood of interaction. (1) The miRNA is mmu-miR-466c-3p with sequence AUACAUACACGCACACAUAAGA. The protein sequence of the target gene is MASKSQHNAPKVKSPNGKAGSQGQWGRAWEVDWFSLASIIFLLLFAPFIVYYFIMACDQYSCSLTAPALDIATGHASLADIWAKTPPVTAKAAQLYALWVSFQVLLYSWLPDFCHRFLPGYVGGVQEGAITPAGVVNKYEVNGLQAWLITHILWFVNAYLLSWFSPTIIFDNWIPLLWCANILGYAVSTFAMIKGYLFPTSAEDCKFTGNFFYNYMMGIEFNPRIGKWFDFKLFFNGRPGIVAWTLINLSFAAKQQELYGHVTNSMILVNVLQAIYVLDFFWNETWYLKTIDICHDHFGW.... Result: 0 (no interaction). (2) The miRNA is hsa-miR-603 with sequence CACACACUGCAAUUACUUUUGC. The protein sequence of the target gene is MGPTLAVPTPYGCIGCKLPQPEYPPALIIFMFCAMVITIVVDLIGNSMVILAVTKNKKLRNSGNIFVVSLSVADMLVAIYPYPLMLHAMSIGGWDLSQLQCQMVGFITGLSVVGSIFNIVAIAINRYCYICHSLQYERIFSVRNTCIYLVITWIMTVLAVLPNMYIGTIEYDPRTYTCIFNYLNNPVFTVTIVCIHFVLPLLIVGFCYVRIWTKVLAARDPAGQNPDNQLAEVRNFLTMFVIFLLFAVCWCPINVLTVLVAVSPKEMAGKIPNWLYLAAYFIAYFNSCLNAVIYGLLNEN.... Result: 1 (interaction). (3) The miRNA is hsa-miR-183-3p with sequence GUGAAUUACCGAAGGGCCAUAA. The protein sequence of the target gene is MSGELPPNINIKEPRWDQSTFIGRANHFFTVTDPRNILLTNEQLESARKIVHDYRQGIVPPGLTENELWRAKYIYDSAFHPDTGEKMILIGRMSAQVPMNMTITGCMMTFYRTTPAVLFWQWINQSFNAVVNYTNRSGDAPLTVNELGTAYVSATTGAVATALGLNALTKHVSPLIGRFVPFAAVAAANCINIPLMRQRELKVGIPVTDENGNRLGESANAAKQAITQVVVSRILMAAPGMAIPPFIMNTLEKKAFLKRFPWMSAPIQVGLVGFCLVFATPLCCALFPQKSSMSVTSLEA.... Result: 1 (interaction). (4) The miRNA is hsa-miR-6804-3p with sequence CGCACCUGCCUCUCACCCACAG. The protein sequence of the target gene is MEFLLGNPFSTPVGQCLEKATDGSLQSEDWTLNMEICDIINETEEGPKDAIRALKKRLSGNRNYREVMLALTVLETCVKNCGHRFHLLVANRDFIDSVLVKIISPKNNPPTIVQDKVLALIQAWADAFRSSPDLTGVVHIYEELKRRGIEFPMADLDALSPIHTPQRSVPEMDPAATIPRSQTQPRTTAGTYSSPPPASYSTLQAPALSVTGPITANSEQIARLRSELDIVRGNTKVMSEMLTEMVPGQEDSSDLELLQELNRTCRAMQHRIVELISRVSNEEVTEELLHVNDDLNNVFL.... Result: 0 (no interaction). (5) The miRNA is hsa-miR-6747-5p with sequence AGGGGUGUGGAAAGAGGCAGAACA. The protein sequence of the target gene is MGLSAAAPLWGPPGLLLAIALHPALSVPPRRDYCVLGAGPAGLQMAYFLQRAGRDYAVFERAPRPGSFFTRYPRHRKLISINKRYTGKANAEFNLRHDWNSLLSHDPRLLFRHYSRAYFPDARDMVRYLGDFADTLGLRVQYNTTIAHVTLDKDRQAWNGHYFILTDQKGQVHQCSVLFVATGLSVPNQVDFPGSEYAEGYESVSVDPEDFVGQNVLILGRGNSAFETAENILGVTNFIHMLSRSRVRLSWATHYVGDLRAINNGLLDTYQLKSLDGLLESDLTDLAILKDSKGKFHVTP.... Result: 1 (interaction). (6) The miRNA is hsa-miR-490-3p with sequence CAACCUGGAGGACUCCAUGCUG. The protein sequence of the target gene is MGLGRVLLFLAVAFPFAPPAAAAEPHSLRYNLMVLSQDGSVQSGFLAEGHLDGQPFLRYDRQKRRAKPQGQWAENVLGAKTWDTETEDLTENGQDLRRTLTHIKDQKGGLHSLQEIRVCEIHEDSSTRGSRHFYYDGELFLSQNLETQESTVPQSSRAQTLAMNVTNFWKEDAMKTKTHYRAMQADCLQKLQRYLKSGVAIRRTVPPMVNVTCSEVSEGNITVTCRASSFYPRNITLTWRQDGVSLSHNTQQWGDVLPDGNGTYQTWVATRIRQGEEQRFTCYMEHSGNHGTHPVPSGKA.... Result: 1 (interaction).